Predict the product of the given reaction. From a dataset of Forward reaction prediction with 1.9M reactions from USPTO patents (1976-2016). Given the reactants [OH-].[Na+].C([O:5][C:6]([C:8]1[CH:12]=[C:11]([C:13]2[CH:18]=[CH:17][C:16]([F:19])=[CH:15][CH:14]=2)[N:10]([C:20]2[CH:21]=[N:22][C:23]([O:26][CH3:27])=[CH:24][CH:25]=2)[N:9]=1)=[O:7])C, predict the reaction product. The product is: [F:19][C:16]1[CH:17]=[CH:18][C:13]([C:11]2[N:10]([C:20]3[CH:21]=[N:22][C:23]([O:26][CH3:27])=[CH:24][CH:25]=3)[N:9]=[C:8]([C:6]([OH:7])=[O:5])[CH:12]=2)=[CH:14][CH:15]=1.